From a dataset of NCI-60 drug combinations with 297,098 pairs across 59 cell lines. Regression. Given two drug SMILES strings and cell line genomic features, predict the synergy score measuring deviation from expected non-interaction effect. (1) Drug 1: C1=C(C(=O)NC(=O)N1)F. Drug 2: CS(=O)(=O)OCCCCOS(=O)(=O)C. Cell line: SK-OV-3. Synergy scores: CSS=24.3, Synergy_ZIP=6.41, Synergy_Bliss=5.73, Synergy_Loewe=-2.47, Synergy_HSA=5.78. (2) Drug 1: CC(C1=C(C=CC(=C1Cl)F)Cl)OC2=C(N=CC(=C2)C3=CN(N=C3)C4CCNCC4)N. Drug 2: CCC1(CC2CC(C3=C(CCN(C2)C1)C4=CC=CC=C4N3)(C5=C(C=C6C(=C5)C78CCN9C7C(C=CC9)(C(C(C8N6C=O)(C(=O)OC)O)OC(=O)C)CC)OC)C(=O)OC)O.OS(=O)(=O)O. Cell line: LOX IMVI. Synergy scores: CSS=47.6, Synergy_ZIP=-0.755, Synergy_Bliss=0.447, Synergy_Loewe=-7.37, Synergy_HSA=3.41. (3) Drug 1: C1=CC(=CC=C1CCC2=CNC3=C2C(=O)NC(=N3)N)C(=O)NC(CCC(=O)O)C(=O)O. Synergy scores: CSS=56.1, Synergy_ZIP=-1.51, Synergy_Bliss=1.68, Synergy_Loewe=-18.8, Synergy_HSA=7.28. Cell line: UACC-257. Drug 2: CC1C(C(CC(O1)OC2CC(CC3=C2C(=C4C(=C3O)C(=O)C5=CC=CC=C5C4=O)O)(C(=O)C)O)N)O. (4) Drug 1: CC1CCC2CC(C(=CC=CC=CC(CC(C(=O)C(C(C(=CC(C(=O)CC(OC(=O)C3CCCCN3C(=O)C(=O)C1(O2)O)C(C)CC4CCC(C(C4)OC)O)C)C)O)OC)C)C)C)OC. Drug 2: CN(CCCl)CCCl.Cl. Cell line: OVCAR-8. Synergy scores: CSS=29.0, Synergy_ZIP=-7.87, Synergy_Bliss=-4.45, Synergy_Loewe=-1.93, Synergy_HSA=-1.36. (5) Drug 1: CCCCCOC(=O)NC1=NC(=O)N(C=C1F)C2C(C(C(O2)C)O)O. Drug 2: CS(=O)(=O)OCCCCOS(=O)(=O)C. Cell line: SR. Synergy scores: CSS=47.6, Synergy_ZIP=6.58, Synergy_Bliss=3.84, Synergy_Loewe=-16.5, Synergy_HSA=-0.439.